From a dataset of Full USPTO retrosynthesis dataset with 1.9M reactions from patents (1976-2016). Predict the reactants needed to synthesize the given product. (1) The reactants are: C(N(CC)C(C)C)(C)C.[CH3:10][C:11]1[CH:20]=[CH:19][C:18]2[C:13](=[CH:14][CH:15]=[C:16]([F:27])[C:17]=2[N:21]2[CH2:26][CH2:25][NH:24][CH2:23][CH2:22]2)[N:12]=1.CS(O[CH2:33][CH2:34][C:35]1[CH:40]=[CH:39][CH:38]=[C:37]([N+:41]([O-:43])=[O:42])[CH:36]=1)(=O)=O. Given the product [F:27][C:16]1[C:17]([N:21]2[CH2:26][CH2:25][N:24]([CH2:33][CH2:34][C:35]3[CH:40]=[CH:39][CH:38]=[C:37]([N+:41]([O-:43])=[O:42])[CH:36]=3)[CH2:23][CH2:22]2)=[C:18]2[C:13](=[CH:14][CH:15]=1)[N:12]=[C:11]([CH3:10])[CH:20]=[CH:19]2, predict the reactants needed to synthesize it. (2) Given the product [CH2:14]([O:13][C:7]1[N:6]=[C:5]2[C:10]([N:11]=[C:3]([O:25][CH3:24])[N:4]2[CH:18]2[CH2:23][CH2:22][CH2:21][CH2:20][O:19]2)=[C:9]([NH2:12])[N:8]=1)[CH2:15][CH2:16][CH3:17], predict the reactants needed to synthesize it. The reactants are: [Na].Br[C:3]1[N:4]([CH:18]2[CH2:23][CH2:22][CH2:21][CH2:20][O:19]2)[C:5]2[C:10]([N:11]=1)=[C:9]([NH2:12])[N:8]=[C:7]([O:13][CH2:14][CH2:15][CH2:16][CH3:17])[N:6]=2.[CH3:24][OH:25]. (3) Given the product [Cl:1][C:2]1[C:3]2[N:4]([C:24]([CH2:25][C:26]([F:29])([F:28])[F:27])=[N:23][N:22]=2)[N:5]=[CH:6][C:7]=1[NH:8][CH2:9][CH:10]1[CH2:12][CH:11]1[C:13]1[C:18]([O:19][CH3:20])=[CH:17][CH:16]=[CH:15][C:14]=1[F:21], predict the reactants needed to synthesize it. The reactants are: [Cl:1][C:2]1[C:7]([NH:8][CH2:9][CH:10]2[CH2:12][CH:11]2[C:13]2[C:18]([O:19][CH3:20])=[CH:17][CH:16]=[CH:15][C:14]=2[F:21])=[CH:6][N:5]=[N:4][C:3]=1[NH:22][NH:23][C:24](=O)[CH2:25][C:26]([F:29])([F:28])[F:27].P(Cl)(Cl)(Cl)=O. (4) Given the product [CH2:21]([O:11][C:10](=[O:12])[C@@H:9]([NH:8][C:6]([O:5][C:1]([CH3:4])([CH3:2])[CH3:3])=[O:7])[CH2:13][C:14]1[CH:19]=[CH:18][C:17]([I:20])=[CH:16][CH:15]=1)[CH3:22], predict the reactants needed to synthesize it. The reactants are: [C:1]([O:5][C:6]([NH:8][C@@H:9]([CH2:13][C:14]1[CH:19]=[CH:18][C:17]([I:20])=[CH:16][CH:15]=1)[C:10]([OH:12])=[O:11])=[O:7])([CH3:4])([CH3:3])[CH3:2].[CH2:21]1CN([P+](ON2N=NC3C=CC=CC2=3)(N2CCCC2)N2CCCC2)C[CH2:22]1.F[P-](F)(F)(F)(F)F. (5) Given the product [F:9][C:3]1[CH:4]=[C:5]([CH3:8])[CH:6]=[CH:7][C:2]=1[C:10]#[N:11], predict the reactants needed to synthesize it. The reactants are: Br[C:2]1[CH:7]=[CH:6][C:5]([CH3:8])=[CH:4][C:3]=1[F:9].[C:10]([Cu])#[N:11].N.C(OCC)C.